Task: Predict the reactants needed to synthesize the given product.. Dataset: Full USPTO retrosynthesis dataset with 1.9M reactions from patents (1976-2016) (1) Given the product [C:1]([O:4][C@@H:5]1[C@@H:20]([O:21][C:22](=[O:24])[CH3:23])[C@H:19]([O:25][C:26](=[O:28])[CH3:27])[CH2:18][S:17][C@H:6]1[O:7][C:8]1[CH:13]=[C:12]([C:32]2[CH:33]=[CH:34][N:29]=[CH:30][CH:31]=2)[CH:11]=[C:10]([F:15])[C:9]=1[F:16])(=[O:3])[CH3:2], predict the reactants needed to synthesize it. The reactants are: [C:1]([O:4][C@@H:5]1[C@@H:20]([O:21][C:22](=[O:24])[CH3:23])[C@H:19]([O:25][C:26](=[O:28])[CH3:27])[CH2:18][S:17][C@H:6]1[O:7][C:8]1[CH:13]=[C:12](Br)[CH:11]=[C:10]([F:15])[C:9]=1[F:16])(=[O:3])[CH3:2].[N:29]1[CH:34]=[CH:33][C:32](B(O)O)=[CH:31][CH:30]=1. (2) Given the product [F:36][C:37]([F:42])([F:41])[C:38]([OH:40])=[O:39].[NH2:27][CH2:26][CH2:25][N:5]([C:6]1[CH:11]=[CH:10][CH:9]=[C:8]([C:12]2[O:16][N:15]=[C:14]([C:17]3[C:22]([Cl:23])=[CH:21][CH:20]=[CH:19][C:18]=3[Cl:24])[CH:13]=2)[CH:7]=1)[C:3](=[O:4])[CH:2]([Cl:1])[Cl:35], predict the reactants needed to synthesize it. The reactants are: [Cl:1][CH:2]([Cl:35])[C:3]([N:5]([CH2:25][CH2:26][NH:27]C(=O)OC(C)(C)C)[C:6]1[CH:11]=[CH:10][CH:9]=[C:8]([C:12]2[O:16][N:15]=[C:14]([C:17]3[C:22]([Cl:23])=[CH:21][CH:20]=[CH:19][C:18]=3[Cl:24])[CH:13]=2)[CH:7]=1)=[O:4].[F:36][C:37]([F:42])([F:41])[C:38]([OH:40])=[O:39].